From a dataset of Catalyst prediction with 721,799 reactions and 888 catalyst types from USPTO. Predict which catalyst facilitates the given reaction. (1) Reactant: I[C:2]1[N:3]=[C:4]([NH2:20])[C:5]2[N:6]=[CH:7][N:8]([C:18]=2[N:19]=1)[C@@H:9]1[O:17][C@H:14]([CH2:15][OH:16])[C@@H:12]([OH:13])[C@H:10]1[OH:11].[F:21][C:22]1[CH:23]=[C:24](B(O)O)[CH:25]=[C:26]([F:29])[C:27]=1[F:28].C(=O)([O-])[O-].[Cs+].[Cs+]. Product: [NH2:20][C:4]1[N:3]=[C:2]([C:24]2[CH:23]=[C:22]([F:21])[C:27]([F:28])=[C:26]([F:29])[CH:25]=2)[N:19]=[C:18]2[C:5]=1[N:6]=[CH:7][N:8]2[C@H:9]1[C@H:10]([OH:11])[C@H:12]([OH:13])[C@@H:14]([CH2:15][OH:16])[O:17]1. The catalyst class is: 335. (2) Reactant: [CH:1]1[C:6]([C@H:7]2[C@H:12]([CH2:13][O:14][C:15]3[CH:16]=[CH:17][C:18]4[O:23][CH2:22][O:21][C:19]=4[CH:20]=3)[CH2:11][NH:10][CH2:9][CH2:8]2)=[CH:5][CH:4]=[C:3]([F:24])[CH:2]=1.[ClH:25]. Product: [CH:5]1[C:6]([C@H:7]2[C@H:12]([CH2:13][O:14][C:15]3[CH:16]=[CH:17][C:18]4[O:23][CH2:22][O:21][C:19]=4[CH:20]=3)[CH2:11][NH:10][CH2:9][CH2:8]2)=[CH:1][CH:2]=[C:3]([F:24])[CH:4]=1.[ClH:25]. The catalyst class is: 6. (3) Reactant: C(C[N:10]1[CH:14]=[C:13](C2C=CC=CC=2)[N:12]=[CH:11]1)(=O)C1C=CC=CC=1. Product: [NH:12]1[C:13]2[N:10]=[CH:14][CH:13]=[N:12][C:14]=2[NH:10][CH2:11]1. The catalyst class is: 137. (4) Reactant: [CH3:1][C:2]([CH3:28])([CH3:27])[CH2:3][CH:4]([NH:17][C:18]1[CH:26]=[CH:25][CH:24]=[CH:23][C:19]=1C(O)=O)[C:5]1[CH:9]=[C:8]([C:10]2[CH:15]=[CH:14][CH:13]=[CH:12][CH:11]=2)[O:7][C:6]=1[CH3:16].[CH3:29][NH:30][CH2:31][CH2:32][C:33]([O:35]CC)=[O:34].Cl.C(N=C=NCCCN(C)C)C.O.[OH:51][C:52]1C2N=NNC=2C=CC=1. Product: [CH3:28][C:2]([CH3:1])([CH3:27])[CH2:3][CH:4]([NH:17][C:18]1[CH:19]=[CH:23][C:24]([C:52]([N:30]([CH3:29])[CH2:31][CH2:32][C:33]([OH:35])=[O:34])=[O:51])=[CH:25][CH:26]=1)[C:5]1[CH:9]=[C:8]([C:10]2[CH:15]=[CH:14][CH:13]=[CH:12][CH:11]=2)[O:7][C:6]=1[CH3:16]. The catalyst class is: 842. (5) Reactant: [Br:1][C:2]1[CH:10]=[CH:9][C:8]([NH:11][C:12]2[C:17]([CH2:18][CH3:19])=[C:16]([CH3:20])[N:15]=[C:14]([C:21]3[S:22][C:23]([Cl:26])=[CH:24][CH:25]=3)[N:13]=2)=[CH:7][C:3]=1[C:4](O)=[O:5].Cl.C(=O)(O)[O-].[Na+]. Product: [Br:1][C:2]1[CH:10]=[CH:9][C:8]([NH:11][C:12]2[C:17]([CH2:18][CH3:19])=[C:16]([CH3:20])[N:15]=[C:14]([C:21]3[S:22][C:23]([Cl:26])=[CH:24][CH:25]=3)[N:13]=2)=[CH:7][C:3]=1[CH2:4][OH:5]. The catalyst class is: 1. (6) Reactant: [CH3:1][O:2][C:3]1[C:8]([O:9][CH3:10])=[CH:7][N:6]=[C:5]([N:11]2[C:20](=[O:21])[C:19]3[C:14](=[CH:15][C:16]([C:23](O)=[O:24])=[CH:17][C:18]=3[CH3:22])[NH:13][C:12]2=[S:26])[N:4]=1.CCN(C(C)C)C(C)C.CN(C(ON1N=NC2C=CC=NC1=2)=[N+](C)C)C.F[P-](F)(F)(F)(F)F.[Cl:60][C:61]1[CH:68]=[CH:67][C:64]([CH2:65][NH2:66])=[CH:63][CH:62]=1. Product: [Cl:60][C:61]1[CH:68]=[CH:67][C:64]([CH2:65][NH:66][C:23]([C:16]2[CH:15]=[C:14]3[C:19]([C:20](=[O:21])[N:11]([C:5]4[N:4]=[C:3]([O:2][CH3:1])[C:8]([O:9][CH3:10])=[CH:7][N:6]=4)[C:12](=[S:26])[NH:13]3)=[C:18]([CH3:22])[CH:17]=2)=[O:24])=[CH:63][CH:62]=1. The catalyst class is: 3.